Dataset: Full USPTO retrosynthesis dataset with 1.9M reactions from patents (1976-2016). Task: Predict the reactants needed to synthesize the given product. (1) Given the product [C:45]([O:44][C:42](=[O:43])[NH:41][C:35]1[CH:34]=[C:33]([Br:32])[S:37][C:36]=1[C:38](=[O:40])[NH:22][C:21]1[CH:53]=[CH:54][C:55]([O:58][CH2:59][CH2:60][N:61]2[CH2:62][CH2:63][CH2:64][CH2:65]2)=[C:9]([O:8][CH3:7])[CH:11]=1)([CH3:48])([CH3:47])[CH3:46], predict the reactants needed to synthesize it. The reactants are: [B-](F)(F)(F)F.C[CH2:7][O:8][C:9]([C:11]([C:21]#[N:22])=NOC(N(C)C)=[N+](C)C)=O.C(N(CC)C(C)C)(C)C.[Br:32][C:33]1[S:37][C:36]([C:38]([OH:40])=O)=[C:35]([NH:41][C:42]([O:44][C:45]([CH3:48])([CH3:47])[CH3:46])=[O:43])[CH:34]=1.CONC1C=C[C:55]([O:58][CH2:59][CH2:60][N:61]2[CH2:65][CH2:64][CH2:63][CH2:62]2)=[CH:54][CH:53]=1. (2) Given the product [CH3:20][N:19]1[C:18]([C:21]23[CH2:22][CH2:23][C:24]([C:29]4[CH:34]=[CH:33][CH:32]=[CH:31][CH:30]=4)([CH2:25][CH2:26]2)[CH2:27][CH2:28]3)=[N:17][N:16]=[C:15]1[C:12]1[CH:13]=[CH:14][C:9]([OH:8])=[CH:10][C:11]=1[C:35]([F:37])([F:36])[F:38], predict the reactants needed to synthesize it. The reactants are: C([O:8][C:9]1[CH:14]=[CH:13][C:12]([C:15]2[N:19]([CH3:20])[C:18]([C:21]34[CH2:28][CH2:27][C:24]([C:29]5[CH:34]=[CH:33][CH:32]=[CH:31][CH:30]=5)([CH2:25][CH2:26]3)[CH2:23][CH2:22]4)=[N:17][N:16]=2)=[C:11]([C:35]([F:38])([F:37])[F:36])[CH:10]=1)C1C=CC=CC=1.